This data is from Forward reaction prediction with 1.9M reactions from USPTO patents (1976-2016). The task is: Predict the product of the given reaction. (1) Given the reactants I[C:2]1[CH:7]=[CH:6][CH:5]=[CH:4][CH:3]=1.[C:8]1(B(O)O)[CH:13]=[CH:12][CH:11]=[CH:10][CH:9]=1.C1(C)C=CC=CC=1P(C1C=CC=CC=1C)C1C=CC=CC=1C.C(=O)([O-])[O-].[Cs+].[Cs+].C(=O)=O, predict the reaction product. The product is: [C:2]1([C:8]2[CH:13]=[CH:12][CH:11]=[CH:10][CH:9]=2)[CH:7]=[CH:6][CH:5]=[CH:4][CH:3]=1. (2) Given the reactants Br[C:2]1[CH:3]=[C:4]([N:8]2[CH2:16][CH:15]3[CH2:17][N:11]4[CH2:12][CH:13]([CH2:18][CH:9]2[CH2:10]4)[CH2:14]3)[CH:5]=[N:6][CH:7]=1.[CH3:19][O:20][C:21]1[CH:26]=[CH:25][C:24]([O:27][CH3:28])=[CH:23][C:22]=1B(O)O, predict the reaction product. The product is: [CH3:19][O:20][C:21]1[CH:26]=[CH:25][C:24]([O:27][CH3:28])=[CH:23][C:22]=1[C:2]1[CH:3]=[C:4]([N:8]2[CH2:16][CH:15]3[CH2:17][N:11]4[CH2:12][CH:13]([CH2:18][CH:9]2[CH2:10]4)[CH2:14]3)[CH:5]=[N:6][CH:7]=1. (3) Given the reactants B(Br)(Br)Br.[CH:5]1([C:8]([N:10]2[CH2:15][CH2:14][CH:13]([N:16]([CH3:33])[C:17]([N:19]3[CH:23]=[C:22]([C:24]4[CH:29]=[CH:28][C:27]([O:30]C)=[C:26]([CH3:32])[CH:25]=4)[N:21]=[CH:20]3)=[O:18])[CH2:12][CH2:11]2)=[O:9])[CH2:7][CH2:6]1.O, predict the reaction product. The product is: [CH:5]1([C:8]([N:10]2[CH2:11][CH2:12][CH:13]([N:16]([CH3:33])[C:17]([N:19]3[CH:23]=[C:22]([C:24]4[CH:29]=[CH:28][C:27]([OH:30])=[C:26]([CH3:32])[CH:25]=4)[N:21]=[CH:20]3)=[O:18])[CH2:14][CH2:15]2)=[O:9])[CH2:7][CH2:6]1. (4) The product is: [CH3:37][CH:38]1[CH2:43][CH2:42][CH2:41][CH:40]([CH3:44])[N:39]1[CH2:1][C:3]1[CH:4]=[C:5]2[C:10](=[CH:11][CH:12]=1)[C@H:9]([NH:13][C:14]([C@H:16]1[C@@H:20]([CH2:21][S:22]([C:25]3[CH:34]=[CH:33][C:32]4[C:27](=[CH:28][CH:29]=[CH:30][CH:31]=4)[CH:26]=3)(=[O:24])=[O:23])[O:19][C:18]([CH3:35])([CH3:36])[O:17]1)=[O:15])[CH2:8][CH2:7][CH2:6]2. Given the reactants [CH:1]([C:3]1[CH:4]=[C:5]2[C:10](=[CH:11][CH:12]=1)[C@H:9]([NH:13][C:14]([C@H:16]1[C@@H:20]([CH2:21][S:22]([C:25]3[CH:34]=[CH:33][C:32]4[C:27](=[CH:28][CH:29]=[CH:30][CH:31]=4)[CH:26]=3)(=[O:24])=[O:23])[O:19][C:18]([CH3:36])([CH3:35])[O:17]1)=[O:15])[CH2:8][CH2:7][CH2:6]2)=O.[CH3:37][CH:38]1[CH2:43][CH2:42][CH2:41][CH:40]([CH3:44])[NH:39]1.C(O[BH-](OC(=O)C)OC(=O)C)(=O)C.[Na+], predict the reaction product. (5) Given the reactants [C:1]([N:5]1[CH2:10][CH2:9][C:8]2[NH:11][C:12]3[N:13]([N:14]=[C:15]([C:20]4[CH:25]=[CH:24][C:23]([O:26][C:27]5[CH:32]=[CH:31][CH:30]=[CH:29][CH:28]=5)=[CH:22][CH:21]=4)[C:16]=3[C:17]([NH2:19])=[O:18])[C:7]=2[CH2:6]1)(=[O:4])[CH:2]=[CH2:3].O1CCOCC1.[ClH:39], predict the reaction product. The product is: [Cl:39][CH2:3][CH2:2][C:1]([N:5]1[CH2:10][CH2:9][C:8]2[NH:11][C:12]3[N:13]([N:14]=[C:15]([C:20]4[CH:25]=[CH:24][C:23]([O:26][C:27]5[CH:32]=[CH:31][CH:30]=[CH:29][CH:28]=5)=[CH:22][CH:21]=4)[C:16]=3[C:17]([NH2:19])=[O:18])[C:7]=2[CH2:6]1)=[O:4]. (6) Given the reactants [F:1][C:2]1[CH:7]=[CH:6][C:5]([CH2:8][C:9]([N:11]=[C:12]=[S:13])=[O:10])=[CH:4][CH:3]=1.[NH2:14][C:15]1[CH:43]=[CH:42][C:18]([O:19][C:20]2[CH:25]=[CH:24][N:23]=[C:22]([NH:26][C:27]([N:29]3[CH2:34][CH2:33][CH:32]([N:35]4[CH2:40][CH2:39][N:38]([CH3:41])[CH2:37][CH2:36]4)[CH2:31][CH2:30]3)=[O:28])[CH:21]=2)=[CH:17][CH:16]=1.C12(CS(O)(=O)=O)C(C)(C)C(CC1)CC2=O, predict the reaction product. The product is: [F:1][C:2]1[CH:3]=[CH:4][C:5]([CH2:8][C:9]([NH:11][C:12](=[S:13])[NH:14][C:15]2[CH:16]=[CH:17][C:18]([O:19][C:20]3[CH:25]=[CH:24][N:23]=[C:22]([NH:26][C:27]([N:29]4[CH2:30][CH2:31][CH:32]([N:35]5[CH2:36][CH2:37][N:38]([CH3:41])[CH2:39][CH2:40]5)[CH2:33][CH2:34]4)=[O:28])[CH:21]=3)=[CH:42][CH:43]=2)=[O:10])=[CH:6][CH:7]=1.